From a dataset of Forward reaction prediction with 1.9M reactions from USPTO patents (1976-2016). Predict the product of the given reaction. (1) Given the reactants [CH:1](=[N:8][N:9]([C:11]1[CH:20]=[CH:19][C:14]([C:15](OC)=[O:16])=[CH:13][CH:12]=1)[CH3:10])[C:2]1[CH:7]=[CH:6][CH:5]=[CH:4][CH:3]=1.[H-].[Al+3].[Li+].[H-].[H-].[H-].O.[OH-].[Na+], predict the reaction product. The product is: [CH:1](=[N:8][N:9]([C:11]1[CH:12]=[CH:13][C:14]([CH2:15][OH:16])=[CH:19][CH:20]=1)[CH3:10])[C:2]1[CH:3]=[CH:4][CH:5]=[CH:6][CH:7]=1. (2) Given the reactants [CH3:1][O:2][C:3]([C:5]1[C:9]([NH:10][S:11]([C:14]2[CH:19]=[CH:18][C:17]([O:20][CH3:21])=[CH:16][CH:15]=2)(=[O:13])=[O:12])=[C:8]([Br:22])[S:7][CH:6]=1)=[O:4].Cl.[N:24]1[CH:29]=[CH:28][CH:27]=[C:26]([CH2:30]Cl)[CH:25]=1.C(=O)([O-])[O-].[K+].[K+], predict the reaction product. The product is: [CH3:1][O:2][C:3]([C:5]1[C:9]([N:10]([S:11]([C:14]2[CH:19]=[CH:18][C:17]([O:20][CH3:21])=[CH:16][CH:15]=2)(=[O:13])=[O:12])[CH2:30][C:26]2[CH:25]=[N:24][CH:29]=[CH:28][CH:27]=2)=[C:8]([Br:22])[S:7][CH:6]=1)=[O:4]. (3) Given the reactants C1C=C(Cl)C=C(C(OO)=[O:9])C=1.[Br:12][C:13]1[CH:18]=[N:17][CH:16]=[C:15]2[NH:19][N:20]=[CH:21][C:14]=12, predict the reaction product. The product is: [Br:12][C:13]1[CH:18]=[N+:17]([O-:9])[CH:16]=[C:15]2[NH:19][N:20]=[CH:21][C:14]=12. (4) Given the reactants [F:1][C:2]1[C:9]([O:10][CH3:11])=[CH:8][CH:7]=[CH:6][C:3]=1[CH2:4]O.S(Cl)([Cl:14])=O.C(=O)([O-])[O-].[K+].[K+], predict the reaction product. The product is: [F:1][C:2]1[C:9]([O:10][CH3:11])=[CH:8][CH:7]=[CH:6][C:3]=1[CH2:4][Cl:14]. (5) Given the reactants [CH:1]1[C:6]([C:7]([CH2:9][NH2:10])=O)=[CH:5][CH:4]=[C:3]([Br:11])[CH:2]=1.Cl.C([O-])(=O)C.[Na+].C(O)(=O)C.[NH:22]=[C:23](SC)[C:24]([O:26][CH2:27][CH3:28])=[O:25].C([O-])(O)=O.[Na+], predict the reaction product. The product is: [Br:11][C:3]1[CH:4]=[CH:5][C:6]([C:7]2[N:22]=[C:23]([C:24]([O:26][CH2:27][CH3:28])=[O:25])[NH:10][CH:9]=2)=[CH:1][CH:2]=1.